Dataset: Forward reaction prediction with 1.9M reactions from USPTO patents (1976-2016). Task: Predict the product of the given reaction. (1) Given the reactants [CH3:1][C:2]1([CH3:18])[C:6]([CH3:8])([CH3:7])[O:5][B:4]([C:9]2[CH:17]=[CH:16][CH:15]=[C:14]3[C:10]=2[CH:11]=[CH:12][NH:13]3)[O:3]1.[CH3:19]I.Br[C:22]1[CH:23]=[C:24]([NH:38][C:39]2[CH:40]=[N:41][CH:42]=[CH:43][CH:44]=2)[CH:25]=[C:26]([O:28]CC2C=CC(OC)=CC=2)[CH:27]=1, predict the reaction product. The product is: [CH3:22][N:13]1[C:14]2[C:10](=[C:9]([B:4]3[O:3][C:2]([CH3:18])([CH3:1])[C:6]([CH3:7])([CH3:8])[O:5]3)[CH:17]=[CH:16][CH:15]=2)[CH:11]=[CH:12]1.[CH3:19][N:13]1[C:14]2[C:10](=[C:9]([C:22]3[CH:27]=[C:26]([OH:28])[CH:25]=[C:24]([NH:38][C:39]4[CH:40]=[N:41][CH:42]=[CH:43][CH:44]=4)[CH:23]=3)[CH:17]=[CH:16][CH:15]=2)[CH:11]=[CH:12]1. (2) Given the reactants [N+:1]([C:4]1[CH:5]=[CH:6][C:7]([O:12][C:13]([F:16])([F:15])[F:14])=[C:8]([CH2:10][OH:11])[CH:9]=1)([O-])=O, predict the reaction product. The product is: [NH2:1][C:4]1[CH:5]=[CH:6][C:7]([O:12][C:13]([F:14])([F:15])[F:16])=[C:8]([CH2:10][OH:11])[CH:9]=1. (3) Given the reactants Cl[C:2]1[C:3]2[CH:10]=[CH:9][NH:8][C:4]=2[N:5]=[CH:6][N:7]=1.[CH:11]1([NH2:14])[CH2:13][CH2:12]1, predict the reaction product. The product is: [CH:11]1([NH:14][C:2]2[C:3]3[CH:10]=[CH:9][NH:8][C:4]=3[N:5]=[CH:6][N:7]=2)[CH2:13][CH2:12]1. (4) Given the reactants [Cl:1][C:2]1[CH:3]=[C:4]([S:16]([NH2:19])(=[O:18])=[O:17])[CH:5]=[N:6][C:7]=1[O:8][CH2:9][C@H:10]1[O:15][CH2:14][CH2:13][NH:12][CH2:11]1.CO.C(O[C:25]1(O[Si](C)(C)C)[CH2:27][CH2:26]1)C.C([BH3-])#N.[Na+], predict the reaction product. The product is: [Cl:1][C:2]1[CH:3]=[C:4]([S:16]([NH2:19])(=[O:18])=[O:17])[CH:5]=[N:6][C:7]=1[O:8][CH2:9][C@H:10]1[O:15][CH2:14][CH2:13][N:12]([CH:25]2[CH2:27][CH2:26]2)[CH2:11]1. (5) Given the reactants [O:1]1CCO[CH:2]1[C:6]1[S:10][C:9]([C:11]2[CH:12]=[C:13]3[C:17](=[CH:18][CH:19]=2)[C:16](=[O:20])[O:15][CH2:14]3)=[CH:8][CH:7]=1, predict the reaction product. The product is: [O:20]=[C:16]1[C:17]2[C:13](=[CH:12][C:11]([C:9]3[S:10][C:6]([CH:2]=[O:1])=[CH:7][CH:8]=3)=[CH:19][CH:18]=2)[CH2:14][O:15]1. (6) Given the reactants [CH:1]1([N:6]2[C:10]3[N:11]=[C:12]([NH:15][C:16]4[CH:24]=[CH:23][C:19]([C:20]([OH:22])=O)=[CH:18][N:17]=4)[N:13]=[CH:14][C:9]=3[CH:8]=[C:7]2[C:25](=[O:29])[N:26]([CH3:28])[CH3:27])[CH2:5][CH2:4][CH2:3][CH2:2]1.[CH2:30]([N:37]1[CH2:44][CH:43]2[O:45][CH:39]([CH2:40][NH:41][CH2:42]2)[CH2:38]1)[C:31]1[CH:36]=[CH:35][CH:34]=[CH:33][CH:32]=1, predict the reaction product. The product is: [CH3:27][N:26]([CH3:28])[C:25]([C:7]1[N:6]([CH:1]2[CH2:5][CH2:4][CH2:3][CH2:2]2)[C:10]2[N:11]=[C:12]([NH:15][C:16]3[CH:24]=[CH:23][C:19]([C:20]([N:41]4[CH2:40][CH:39]5[O:45][CH:43]([CH2:44][N:37]([CH2:30][C:31]6[CH:32]=[CH:33][CH:34]=[CH:35][CH:36]=6)[CH2:38]5)[CH2:42]4)=[O:22])=[CH:18][N:17]=3)[N:13]=[CH:14][C:9]=2[CH:8]=1)=[O:29]. (7) The product is: [CH3:1][O:2][C:3]([C:5]1([C:11]#[CH:12])[CH2:6][CH2:7][O:8][CH2:9][CH2:10]1)=[O:4]. Given the reactants [CH3:1][O:2][C:3]([C:5]1([C:11]#[C:12]Cl)[CH2:10][CH2:9][O:8][CH2:7][CH2:6]1)=[O:4].C(O)(=O)C, predict the reaction product. (8) Given the reactants [Cl:1][C:2]1[CH:9]=[CH:8][C:5]([C:6]#N)=[C:4]([CH3:10])[CH:3]=1.CC(C[AlH]CC(C)C)C.CC[O:22]CC, predict the reaction product. The product is: [Cl:1][C:2]1[CH:9]=[CH:8][C:5]([CH:6]=[O:22])=[C:4]([CH3:10])[CH:3]=1.